This data is from Catalyst prediction with 721,799 reactions and 888 catalyst types from USPTO. The task is: Predict which catalyst facilitates the given reaction. Reactant: [CH3:1][C:2]1[CH:7]=[CH:6][C:5]([O:8][C:9]2[CH:10]=[N:11][C:12]([N+:15]([O-])=O)=[CH:13][CH:14]=2)=[CH:4][C:3]=1[NH:18][C:19](=[O:25])[O:20][C:21]([CH3:24])([CH3:23])[CH3:22]. Product: [NH2:15][C:12]1[N:11]=[CH:10][C:9]([O:8][C:5]2[CH:6]=[CH:7][C:2]([CH3:1])=[C:3]([NH:18][C:19](=[O:25])[O:20][C:21]([CH3:22])([CH3:23])[CH3:24])[CH:4]=2)=[CH:14][CH:13]=1. The catalyst class is: 129.